From a dataset of NCI-60 drug combinations with 297,098 pairs across 59 cell lines. Regression. Given two drug SMILES strings and cell line genomic features, predict the synergy score measuring deviation from expected non-interaction effect. Drug 1: COC1=CC(=CC(=C1O)OC)C2C3C(COC3=O)C(C4=CC5=C(C=C24)OCO5)OC6C(C(C7C(O6)COC(O7)C8=CC=CS8)O)O. Drug 2: CC12CCC3C(C1CCC2O)C(CC4=C3C=CC(=C4)O)CCCCCCCCCS(=O)CCCC(C(F)(F)F)(F)F. Cell line: MCF7. Synergy scores: CSS=29.0, Synergy_ZIP=-7.07, Synergy_Bliss=-7.53, Synergy_Loewe=1.12, Synergy_HSA=2.51.